Dataset: Forward reaction prediction with 1.9M reactions from USPTO patents (1976-2016). Task: Predict the product of the given reaction. (1) Given the reactants [C:1]([O:4][C:5]1[CH:6]=[C:7]2[C:11](=[CH:12][CH:13]=1)[NH:10][C:9]([C:14]([O:16][CH2:17][CH3:18])=[O:15])=[CH:8]2)(=[O:3])[CH3:2].[Cl:19]N1C(=O)CCC1=O.C(=O)([O-])[O-].[K+].[K+], predict the reaction product. The product is: [C:1]([O:4][C:5]1[CH:6]=[C:7]2[C:11](=[CH:12][CH:13]=1)[NH:10][C:9]([C:14]([O:16][CH2:17][CH3:18])=[O:15])=[C:8]2[Cl:19])(=[O:3])[CH3:2]. (2) Given the reactants [CH:1]1([C:4]2[CH:5]=[C:6]([C:21](O)=[O:22])[C:7]3[C:12]([CH3:13])=[N:11][N:10]([CH:14]4[CH2:19][CH2:18][N:17]([CH3:20])[CH2:16][CH2:15]4)[C:8]=3[N:9]=2)[CH2:3][CH2:2]1.[NH2:24][CH2:25][C:26]1[C:27](=[O:34])[NH:28][C:29]([CH3:33])=[CH:30][C:31]=1[CH3:32].ON1C2N=CC=CC=2N=N1.C(Cl)CCl.CN1CCOCC1, predict the reaction product. The product is: [CH:1]1([C:4]2[CH:5]=[C:6]([C:21]([NH:24][CH2:25][C:26]3[C:27](=[O:34])[NH:28][C:29]([CH3:33])=[CH:30][C:31]=3[CH3:32])=[O:22])[C:7]3[C:12]([CH3:13])=[N:11][N:10]([CH:14]4[CH2:15][CH2:16][N:17]([CH3:20])[CH2:18][CH2:19]4)[C:8]=3[N:9]=2)[CH2:2][CH2:3]1. (3) The product is: [C:19]([NH:9][NH:8][C:6](=[O:7])[C:5]1[CH:10]=[CH:11][CH:12]=[CH:13][C:4]=1[N+:1]([O-:3])=[O:2])(=[O:26])[C:20]1[CH:25]=[CH:24][CH:23]=[CH:22][CH:21]=1. Given the reactants [N+:1]([C:4]1[CH:13]=[CH:12][CH:11]=[CH:10][C:5]=1[C:6]([NH:8][NH2:9])=[O:7])([O-:3])=[O:2].C([O-])(O)=O.[Na+].[C:19](Cl)(=[O:26])[C:20]1[CH:25]=[CH:24][CH:23]=[CH:22][CH:21]=1.Cl, predict the reaction product. (4) The product is: [CH:41]([O:44][C:45]([C@H:47]1[CH2:48][CH2:49][C@H:50]([C:53]2[CH:54]=[CH:55][C:56]([NH:59][C:10]([C:3]3[O:2][N:1]=[C:5]4[CH:6]=[CH:7][CH:8]=[CH:9][C:4]=34)=[O:12])=[CH:57][CH:58]=2)[CH2:51][CH2:52]1)=[O:46])([CH3:43])[CH3:42]. Given the reactants [N:1]1[O:2][C:3]([C:10]([OH:12])=O)=[C:4]2[CH:9]=[CH:8][CH:7]=[CH:6][C:5]=12.CCN=C=NCCCN(C)C.C1C=CC2N(O)N=NC=2C=1.C(N(CC)CC)C.[CH:41]([O:44][C:45]([C@H:47]1[CH2:52][CH2:51][C@H:50]([C:53]2[CH:58]=[CH:57][C:56]([NH2:59])=[CH:55][CH:54]=2)[CH2:49][CH2:48]1)=[O:46])([CH3:43])[CH3:42], predict the reaction product. (5) Given the reactants Br[C:2]1[N:7]=[C:6]([NH:8][CH2:9][CH:10]2[CH2:15][CH2:14][O:13][CH2:12][CH2:11]2)[CH:5]=[CH:4][C:3]=1[Cl:16].[Cl:17][C:18]1[C:19](B(O)O)=[CH:20][C:21]([F:24])=[N:22][CH:23]=1.C(Cl)Cl, predict the reaction product. The product is: [Cl:16][C:3]1[C:2]([C:19]2[C:18]([Cl:17])=[CH:23][N:22]=[C:21]([F:24])[CH:20]=2)=[N:7][C:6]([NH:8][CH2:9][CH:10]2[CH2:15][CH2:14][O:13][CH2:12][CH2:11]2)=[CH:5][CH:4]=1.